Dataset: Reaction yield outcomes from USPTO patents with 853,638 reactions. Task: Predict the reaction yield, written as a fraction of the theoretical maximum amount of product (1.0 means a 100% yield; for example, 0.34 means a 34% yield). (1) The reactants are [CH3:1][O:2][C:3]([NH2:5])=N.Cl.C[O:8][C:9](=O)[CH2:10][C:11]#[N:12].[CH3:14][O-].[Na+]. The catalyst is CO. The product is [CH3:1][O:2][CH:3]1[CH2:14][C:11](=[NH:12])[CH2:10][C:9](=[O:8])[NH:5]1. The yield is 0.760. (2) The reactants are [CH3:1][C:2](=O)[CH3:3].[NH2:5][CH2:6][C:7]1[C:12]([Cl:13])=[CH:11][CH:10]=[C:9]2[N:14]([C:29]3[C:30]4[C@H:37]([CH3:38])[CH2:36][CH2:35][C:31]=4[N:32]=[CH:33][N:34]=3)[CH2:15][C:16]3([CH2:21][CH2:20][N:19]([C:22]([O:24][C:25]([CH3:28])([CH3:27])[CH3:26])=[O:23])[CH2:18][CH2:17]3)[C:8]=12.[BH-](OC(C)=O)(OC(C)=O)OC(C)=O.[Na+]. The catalyst is ClCCCl.C(Cl)Cl. The product is [Cl:13][C:12]1[C:7]([CH2:6][NH:5][CH:2]([CH3:3])[CH3:1])=[C:8]2[C:16]3([CH2:21][CH2:20][N:19]([C:22]([O:24][C:25]([CH3:28])([CH3:27])[CH3:26])=[O:23])[CH2:18][CH2:17]3)[CH2:15][N:14]([C:29]3[C:30]4[C@H:37]([CH3:38])[CH2:36][CH2:35][C:31]=4[N:32]=[CH:33][N:34]=3)[C:9]2=[CH:10][CH:11]=1. The yield is 0.580. (3) The reactants are [NH2:1][C:2]1[CH:23]=[CH:22][C:5]([O:6][CH2:7][CH2:8][N:9]2[CH2:14][CH2:13][N:12]([C:15]([O:17][C:18]([CH3:21])([CH3:20])[CH3:19])=[O:16])[CH2:11][CH2:10]2)=[CH:4][C:3]=1[N+:24]([O-])=O. The catalyst is [Pd].C(O)C. The product is [NH2:24][C:3]1[CH:4]=[C:5]([CH:22]=[CH:23][C:2]=1[NH2:1])[O:6][CH2:7][CH2:8][N:9]1[CH2:14][CH2:13][N:12]([C:15]([O:17][C:18]([CH3:21])([CH3:20])[CH3:19])=[O:16])[CH2:11][CH2:10]1. The yield is 0.950. (4) The reactants are [Cl:1][C:2]1[CH:3]=[C:4]([N:8]2[C:12]([CH2:13][NH:14][C:15](=[O:29])[CH:16]([C:18]3[CH:19]=[N:20][C:21]([NH:24][CH2:25][CH2:26][O:27]C)=[CH:22][CH:23]=3)[CH3:17])=[CH:11][C:10]([C:30]([F:33])([F:32])[F:31])=[N:9]2)[CH:5]=[CH:6][CH:7]=1.B(Br)(Br)Br.C([O-])(O)=O.[Na+]. The catalyst is ClCCl.O. The product is [Cl:1][C:2]1[CH:3]=[C:4]([N:8]2[C:12]([CH2:13][NH:14][C:15](=[O:29])[CH:16]([C:18]3[CH:19]=[N:20][C:21]([NH:24][CH2:25][CH2:26][OH:27])=[CH:22][CH:23]=3)[CH3:17])=[CH:11][C:10]([C:30]([F:33])([F:31])[F:32])=[N:9]2)[CH:5]=[CH:6][CH:7]=1. The yield is 0.480. (5) The yield is 0.870. The reactants are [CH2:1]([C:3]1[C:4]([CH3:26])=[C:5]2[C:9](=[C:10]([O:18][CH2:19][CH2:20][Si:21]([CH3:24])([CH3:23])[CH3:22])[C:11]=1[CH2:12][CH:13]=[C:14]([CH3:17])[CH2:15]O)[C:8](=[O:25])[O:7][CH2:6]2)[CH3:2].C1(P(C2C=CC=CC=2)C2C=CC=CC=2)C=CC=CC=1.C(Br)(Br)(Br)[Br:47]. The product is [Br:47][CH2:15][C:14]([CH3:17])=[CH:13][CH2:12][C:11]1[C:10]([O:18][CH2:19][CH2:20][Si:21]([CH3:23])([CH3:24])[CH3:22])=[C:9]2[C:5]([CH2:6][O:7][C:8]2=[O:25])=[C:4]([CH3:26])[C:3]=1[CH2:1][CH3:2]. The catalyst is C(Cl)Cl. (6) The reactants are [CH3:1][C:2]1[C:17]2[CH2:16][CH2:15][CH2:14][C:13]=2[C:5]2[O:6][CH:7]([CH2:9][N:10]=[N+]=[N-])[CH2:8][C:4]=2[CH:3]=1. The catalyst is [Pd]. The product is [CH3:1][C:2]1[C:17]2[CH2:16][CH2:15][CH2:14][C:13]=2[C:5]2[O:6][CH:7]([CH2:9][NH2:10])[CH2:8][C:4]=2[CH:3]=1. The yield is 0.800. (7) The reactants are [Si:1]([O:18][CH:19]1[CH2:22][N:21]([C:23]2[S:24][CH:25]=[C:26]([C:28]([O:30]CC)=O)[N:27]=2)[CH2:20]1)([C:14]([CH3:17])([CH3:16])[CH3:15])([C:8]1[CH:13]=[CH:12][CH:11]=[CH:10][CH:9]=1)[C:2]1[CH:7]=[CH:6][CH:5]=[CH:4][CH:3]=1.[NH:33]1[CH2:38][CH2:37][CH2:36][CH2:35][CH2:34]1.C[Al](C)C.C(O)(=O)C.C(OCC)(=O)C. The catalyst is C1C=CC=CC=1. The product is [Si:1]([O:18][CH:19]1[CH2:20][N:21]([C:23]2[S:24][CH:25]=[C:26]([C:28]([N:33]3[CH2:38][CH2:37][CH2:36][CH2:35][CH2:34]3)=[O:30])[N:27]=2)[CH2:22]1)([C:14]([CH3:16])([CH3:15])[CH3:17])([C:8]1[CH:9]=[CH:10][CH:11]=[CH:12][CH:13]=1)[C:2]1[CH:3]=[CH:4][CH:5]=[CH:6][CH:7]=1. The yield is 0.560.